From a dataset of Peptide-MHC class II binding affinity with 134,281 pairs from IEDB. Regression. Given a peptide amino acid sequence and an MHC pseudo amino acid sequence, predict their binding affinity value. This is MHC class II binding data. (1) The peptide sequence is YDFNKLTALAVSQLT. The MHC is H-2-IAb with pseudo-sequence H-2-IAb. The binding affinity (normalized) is 0.380. (2) The peptide sequence is TFGAASNKAFAEGLS. The MHC is HLA-DQA10301-DQB10302 with pseudo-sequence HLA-DQA10301-DQB10302. The binding affinity (normalized) is 0.594. (3) The peptide sequence is GADATAAAAFEQFLA. The MHC is DRB1_1201 with pseudo-sequence DRB1_1201. The binding affinity (normalized) is 0.0297. (4) The peptide sequence is FSRPGLPVEYLQVPSPSMGR. The MHC is DRB1_0301 with pseudo-sequence DRB1_0301. The binding affinity (normalized) is 0. (5) The peptide sequence is SVKEDLVAYGGSWKL. The MHC is DRB4_0103 with pseudo-sequence DRB4_0103. The binding affinity (normalized) is 0.332. (6) The peptide sequence is GYVSLQEFVDLNNKG. The MHC is HLA-DQA10301-DQB10302 with pseudo-sequence HLA-DQA10301-DQB10302. The binding affinity (normalized) is 0.248. (7) The peptide sequence is AATAAAAAAVDRGDP. The MHC is HLA-DQA10401-DQB10402 with pseudo-sequence HLA-DQA10401-DQB10402. The binding affinity (normalized) is 0.347.